This data is from Peptide-MHC class II binding affinity with 134,281 pairs from IEDB. The task is: Regression. Given a peptide amino acid sequence and an MHC pseudo amino acid sequence, predict their binding affinity value. This is MHC class II binding data. (1) The peptide sequence is ALFSGVSWVMKIGIG. The MHC is DRB1_1501 with pseudo-sequence DRB1_1501. The binding affinity (normalized) is 0.506. (2) The peptide sequence is SQDLELSDNLNGLQAY. The MHC is DRB1_1302 with pseudo-sequence DRB1_1302. The binding affinity (normalized) is 0.436. (3) The peptide sequence is RPAEVRKVCYNAVLT. The MHC is DRB1_1301 with pseudo-sequence DRB1_1301. The binding affinity (normalized) is 0.525.